Regression. Given a peptide amino acid sequence and an MHC pseudo amino acid sequence, predict their binding affinity value. This is MHC class I binding data. From a dataset of Peptide-MHC class I binding affinity with 185,985 pairs from IEDB/IMGT. (1) The peptide sequence is EISGLRPGE. The MHC is HLA-A30:01 with pseudo-sequence HLA-A30:01. The binding affinity (normalized) is 0.0847. (2) The binding affinity (normalized) is 0. The MHC is HLA-A26:01 with pseudo-sequence HLA-A26:01. The peptide sequence is CRHCLNLLL. (3) The peptide sequence is EFKQILTDF. The MHC is HLA-B15:09 with pseudo-sequence HLA-B15:09. The binding affinity (normalized) is 0.0847.